Task: Predict the product of the given reaction.. Dataset: Forward reaction prediction with 1.9M reactions from USPTO patents (1976-2016) (1) The product is: [CH2:1]([C@@H:7]1[CH2:16][CH2:15][C:14]2[CH:13]=[C:12]([CH:25]3[CH2:26][CH2:27][C:23](=[O:28])[CH2:24]3)[CH:11]=[CH:10][C:9]=2[CH2:8]1)[CH2:2][CH2:3][CH2:4][CH2:5][CH3:6]. Given the reactants [CH2:1]([C@@H:7]1[CH2:16][CH2:15][C:14]2[C:9](=[CH:10][CH:11]=[C:12](I)[CH:13]=2)[CH2:8]1)[CH2:2][CH2:3][CH2:4][CH2:5][CH3:6].C([O-])(=O)C.[K+].[CH:23]1([OH:28])[CH2:27][CH2:26][CH:25]=[CH:24]1, predict the reaction product. (2) Given the reactants [C:1]([O:5][C:6]([NH:8][C:9]1[CH2:10][C:11]([C:33]([OH:35])=O)=[CH:12][C:13]2[CH:19]=[CH:18][C:17]([C:20]3[CH:25]=[CH:24][C:23]([C:26]([N:28]4[CH2:32][CH2:31][CH2:30][CH2:29]4)=[O:27])=[CH:22][CH:21]=3)=[CH:16][C:14]=2[N:15]=1)=[O:7])([CH3:4])([CH3:3])[CH3:2].C1C=CC2N(O)N=NC=2C=1.CCN=C=NCCCN(C)C.[CH2:57]([NH:60][CH2:61][CH2:62][CH3:63])[CH2:58][CH3:59].C(N(CC)CC)C, predict the reaction product. The product is: [CH2:57]([N:60]([CH2:61][CH2:62][CH3:63])[C:33]([C:11]1=[CH:12][C:13]2[CH:19]=[CH:18][C:17]([C:20]3[CH:25]=[CH:24][C:23]([C:26]([N:28]4[CH2:32][CH2:31][CH2:30][CH2:29]4)=[O:27])=[CH:22][CH:21]=3)=[CH:16][C:14]=2[N:15]=[C:9]([NH:8][C:6](=[O:7])[O:5][C:1]([CH3:2])([CH3:3])[CH3:4])[CH2:10]1)=[O:35])[CH2:58][CH3:59]. (3) Given the reactants [CH2:1]([N:3]1[C:12]2[CH:11]=[CH:10][C:9]([C:13]#[C:14][CH2:15][OH:16])=[CH:8][C:7]=2[C:6]2=[N:17][N:18]([CH:21]3[CH2:26][CH2:25][CH2:24][CH2:23][O:22]3)[C:19]([CH3:20])=[C:5]2[C:4]1=[O:27])[CH3:2].CC(OI1(OC(C)=O)(OC(C)=O)OC(=O)C2C=CC=CC1=2)=O, predict the reaction product. The product is: [CH2:1]([N:3]1[C:12]2[CH:11]=[CH:10][C:9]([C:13]#[C:14][CH:15]=[O:16])=[CH:8][C:7]=2[C:6]2=[N:17][N:18]([CH:21]3[CH2:26][CH2:25][CH2:24][CH2:23][O:22]3)[C:19]([CH3:20])=[C:5]2[C:4]1=[O:27])[CH3:2]. (4) Given the reactants [Cl:1][C:2]1[C:7]([I:8])=[CH:6][C:5]([NH2:9])=[C:4]([O:10][CH3:11])[CH:3]=1.[C:12]([O:16][CH2:17][CH3:18])(=[O:15])[CH:13]=O.C([BH3-])#N.[Na+], predict the reaction product. The product is: [Cl:1][C:2]1[C:7]([I:8])=[CH:6][C:5]([NH:9][CH2:13][C:12]([O:16][CH2:17][CH3:18])=[O:15])=[C:4]([O:10][CH3:11])[CH:3]=1.